From a dataset of Full USPTO retrosynthesis dataset with 1.9M reactions from patents (1976-2016). Predict the reactants needed to synthesize the given product. (1) Given the product [S:14]([CH2:22][CH2:21][C:25]([OH:24])=[O:19])([CH2:2][CH2:3][C:4]([OH:6])=[O:5])(=[O:16])=[O:13], predict the reactants needed to synthesize it. The reactants are: S([CH2:2][CH2:3][C:4]([OH:6])=[O:5])[CH2:2][CH2:3][C:4]([OH:6])=[O:5].O[O:13][S:14]([O-:16])=O.[K+].C[OH:19].Cl.[CH2:21]1[CH2:25][O:24]C[CH2:22]1. (2) Given the product [OH:1][C:2]1[CH:7]=[C:6]([OH:8])[CH:5]=[CH:4][C:3]=1[C:9](=[O:11])[CH:10]=[CH:21][C:20]1[CH:23]=[C:24]([CH3:25])[C:17]([C:15]([OH:16])=[O:14])=[C:18]([CH3:28])[C:19]=1[O:26][CH3:27], predict the reactants needed to synthesize it. The reactants are: [OH:1][C:2]1[CH:7]=[C:6]([OH:8])[CH:5]=[CH:4][C:3]=1[C:9](=[O:11])[CH3:10].C([O:14][C:15]([C:17]1[C:24]([CH3:25])=[CH:23][C:20]([CH:21]=O)=[C:19]([O:26][CH3:27])[C:18]=1[CH3:28])=[O:16])C.